Task: Regression/Classification. Given a drug SMILES string, predict its absorption, distribution, metabolism, or excretion properties. Task type varies by dataset: regression for continuous measurements (e.g., permeability, clearance, half-life) or binary classification for categorical outcomes (e.g., BBB penetration, CYP inhibition). Dataset: cyp2c9_veith.. Dataset: CYP2C9 inhibition data for predicting drug metabolism from PubChem BioAssay (1) The drug is Cc1c(Cl)c([N+](=O)[O-])nn1Cc1ccc(C(=O)N/N=C\c2cc(Cl)ccc2O)o1. The result is 1 (inhibitor). (2) The compound is CSc1cccc(NC(=O)CN(c2ccccc2)S(=O)(=O)N(C)C)c1. The result is 1 (inhibitor). (3) The compound is NCCSCCC(=O)O. The result is 0 (non-inhibitor). (4) The molecule is Cn1c(=O)c2c(nc(NCC3CCCO3)n2Cc2cccc(Br)c2)n(C)c1=O. The result is 1 (inhibitor). (5) The molecule is CN(C)Cc1ccccc1-c1ccc2ncnc(NC3CCNCC3)c2c1. The result is 0 (non-inhibitor). (6) The compound is COc1cc2nc(N3CCN(C(=O)[C@@H]4CCCO4)CC3)nc(N)c2cc1OC. The result is 0 (non-inhibitor).